From a dataset of Forward reaction prediction with 1.9M reactions from USPTO patents (1976-2016). Predict the product of the given reaction. (1) Given the reactants [OH:1][C:2]1[CH:9]=[CH:8][C:5]([CH:6]=[O:7])=[CH:4][CH:3]=1.C(=O)([O-])[O-].[Cs+].[Cs+].Cl[CH2:17][CH2:18][O:19][CH3:20], predict the reaction product. The product is: [CH3:20][O:19][CH2:18][CH2:17][O:1][C:2]1[CH:9]=[CH:8][C:5]([CH:6]=[O:7])=[CH:4][CH:3]=1. (2) Given the reactants [CH3:1][C:2]1[CH:7]=[C:6]([N+:8]([O-])=O)[C:5]([O:11][CH3:12])=[CH:4][C:3]=1[N:13]1[CH2:18][CH2:17][N:16]([S:19]([CH3:22])(=[O:21])=[O:20])[CH2:15][CH2:14]1, predict the reaction product. The product is: [CH3:1][C:2]1[C:3]([N:13]2[CH2:18][CH2:17][N:16]([S:19]([CH3:22])(=[O:20])=[O:21])[CH2:15][CH2:14]2)=[CH:4][C:5]([O:11][CH3:12])=[C:6]([CH:7]=1)[NH2:8]. (3) Given the reactants [CH:1]([C:3]1[C:11]2[O:10][CH2:9][CH:8]([C:12]3[CH:17]=[CH:16][C:15]([CH:18]([CH3:20])[CH3:19])=[CH:14][CH:13]=3)[C:7]=2[C:6]([CH3:21])=[C:5]([NH:22][C:23](=[O:29])[CH2:24][C:25]([CH3:28])([CH3:27])[CH3:26])[C:4]=1[CH3:30])=[O:2].P([O-])(O)(O)=[O:32].[Na+].OO.Cl([O-])=O.[Na+].S([O-])(O)=O.[Na+].Cl, predict the reaction product. The product is: [CH3:26][C:25]([CH3:28])([CH3:27])[CH2:24][C:23]([NH:22][C:5]1[C:4]([CH3:30])=[C:3]([C:1]([OH:32])=[O:2])[C:11]2[O:10][CH2:9][CH:8]([C:12]3[CH:17]=[CH:16][C:15]([CH:18]([CH3:20])[CH3:19])=[CH:14][CH:13]=3)[C:7]=2[C:6]=1[CH3:21])=[O:29]. (4) Given the reactants [CH3:1][C@@H:2]1[CH2:7][C:6]([C:8]([O:10]C)=O)=[CH:5][CH2:4][N:3]1[C:12]([O:14][CH2:15][CH:16]=[CH2:17])=[O:13].Br[CH2:19][Cl:20].C([Li])CCC.P([O-])([O-])([O-])=O, predict the reaction product. The product is: [Cl:20][CH2:19][C:8]([C:6]1[CH2:7][C@@H:2]([CH3:1])[N:3]([C:12]([O:14][CH2:15][CH:16]=[CH2:17])=[O:13])[CH2:4][CH:5]=1)=[O:10]. (5) Given the reactants [CH3:1][O:2][C:3]1[CH:4]=[C:5]2[C:10](=[CH:11][C:12]=1[O:13][CH3:14])[N:9]=[CH:8][CH:7]=[C:6]2[O:15][C:16]1[CH:22]=[CH:21][C:19]([NH2:20])=[CH:18][CH:17]=1.ClC(Cl)(O[C:27](=[O:33])[O:28][C:29](Cl)(Cl)Cl)Cl.[O:35]1[CH2:40][CH2:39][N:38]([CH2:41][CH2:42]CO)[CH2:37][CH2:36]1.C(=O)(O)[O-].[Na+], predict the reaction product. The product is: [CH3:1][O:2][C:3]1[CH:4]=[C:5]2[C:10](=[CH:11][C:12]=1[O:13][CH3:14])[N:9]=[CH:8][CH:7]=[C:6]2[O:15][C:16]1[CH:22]=[CH:21][C:19]([NH:20][C:27](=[O:33])[O:28][CH2:29][CH2:42][CH2:41][N:38]2[CH2:39][CH2:40][O:35][CH2:36][CH2:37]2)=[CH:18][CH:17]=1. (6) The product is: [CH:1]([C@H:14]1[O:15][CH2:16][C@@H:17]([OH:18])[C@H:19]([NH:28][CH2:21][C:22]2[CH:27]=[CH:26][CH:25]=[CH:24][CH:23]=2)[CH2:20]1)([C:8]1[CH:9]=[CH:10][CH:11]=[CH:12][CH:13]=1)[C:2]1[CH:3]=[CH:4][CH:5]=[CH:6][CH:7]=1. Given the reactants [CH:1]([C@@H:14]1[CH2:20][C@H:19]2[C@H:17]([O:18]2)[CH2:16][O:15]1)([C:8]1[CH:13]=[CH:12][CH:11]=[CH:10][CH:9]=1)[C:2]1[CH:7]=[CH:6][CH:5]=[CH:4][CH:3]=1.[CH2:21]([NH2:28])[C:22]1[CH:27]=[CH:26][CH:25]=[CH:24][CH:23]=1, predict the reaction product. (7) Given the reactants [CH3:1][N:2]([CH3:13])[C:3]1[CH:8]=[CH:7][C:6]([S:9](O)(=[O:11])=[O:10])=[CH:5][CH:4]=1.P(Cl)(Cl)(Cl)(Cl)[Cl:15], predict the reaction product. The product is: [CH3:1][N:2]([CH3:13])[C:3]1[CH:8]=[CH:7][C:6]([S:9]([Cl:15])(=[O:11])=[O:10])=[CH:5][CH:4]=1.